From a dataset of Catalyst prediction with 721,799 reactions and 888 catalyst types from USPTO. Predict which catalyst facilitates the given reaction. (1) Reactant: [CH:1]([O:4][C:5]([N:7]1[CH2:12][CH2:11][CH:10]([O:13][C:14]2[C:19]([CH3:20])=[C:18]([O:21][C:22]3[CH:27]=[CH:26][C:25]([CH2:28][C:29](O)=[O:30])=[CH:24][C:23]=3[F:32])[N:17]=[CH:16][N:15]=2)[CH2:9][CH2:8]1)=[O:6])([CH3:3])[CH3:2].[CH3:33][N:34](C(ON1N=NC2C=CC=NC1=2)=[N+](C)C)[CH3:35].F[P-](F)(F)(F)(F)F.CNC. Product: [CH:1]([O:4][C:5]([N:7]1[CH2:12][CH2:11][CH:10]([O:13][C:14]2[C:19]([CH3:20])=[C:18]([O:21][C:22]3[CH:27]=[CH:26][C:25]([CH2:28][C:29](=[O:30])[N:34]([CH3:35])[CH3:33])=[CH:24][C:23]=3[F:32])[N:17]=[CH:16][N:15]=2)[CH2:9][CH2:8]1)=[O:6])([CH3:3])[CH3:2]. The catalyst class is: 3. (2) Reactant: C1C2C(=CC=CC=2)[C@@H](N)[C@H]1O.B.CCN(C1C=CC=CC=1)CC.[CH:24]([C:27]1[C:36]2[C:37](=[O:45])[O:38][C:39]3([CH2:44][CH2:43][O:42][CH2:41][CH2:40]3)[C:35]=2[C:34]2[C:33](=[O:46])[CH2:32][C:31]([CH3:48])([CH3:47])[CH2:30][C:29]=2[N:28]=1)([CH3:26])[CH3:25].CO. Product: [OH:46][C@H:33]1[CH2:32][C:31]([CH3:48])([CH3:47])[CH2:30][C:29]2[N:28]=[C:27]([CH:24]([CH3:26])[CH3:25])[C:36]3[C:37](=[O:45])[O:38][C:39]4([CH2:40][CH2:41][O:42][CH2:43][CH2:44]4)[C:35]=3[C:34]1=2. The catalyst class is: 7. (3) Reactant: Br[C:2]1[S:6][C:5]([CH2:7][N:8]([CH3:16])[C:9](=[O:15])[O:10][C:11]([CH3:14])([CH3:13])[CH3:12])=[CH:4][C:3]=1[C:17]1[C:18]([F:23])=[N:19][CH:20]=[CH:21][CH:22]=1.[CH3:24][O:25][C:26]1[CH:27]=[C:28]([SH:32])[CH:29]=[CH:30][CH:31]=1.C(N(C(C)C)C(C)C)C.O. Product: [F:23][C:18]1[C:17]([C:3]2[CH:4]=[C:5]([CH2:7][N:8]([CH3:16])[C:9](=[O:15])[O:10][C:11]([CH3:14])([CH3:13])[CH3:12])[S:6][C:2]=2[S:32][C:28]2[CH:29]=[CH:30][CH:31]=[C:26]([O:25][CH3:24])[CH:27]=2)=[CH:22][CH:21]=[CH:20][N:19]=1. The catalyst class is: 101. (4) Reactant: [N:1]([CH2:4][C:5]1[CH:10]=[CH:9][CH:8]=[CH:7][C:6]=1[N:11]1[C:35](=[O:36])[C:14]2=[CH:15][N:16]([CH2:23][C:24]3[CH:29]=[CH:28][C:27]([N:30]4[CH:34]=[CH:33][CH:32]=[N:31]4)=[CH:26][CH:25]=3)[C:17]3[CH:18]=[CH:19][CH:20]=[CH:21][C:22]=3[C:13]2=[N:12]1)=[N+]=[N-].CP(C)C.[OH-].[Na+].O. Product: [NH2:1][CH2:4][C:5]1[CH:10]=[CH:9][CH:8]=[CH:7][C:6]=1[N:11]1[C:35](=[O:36])[C:14]2=[CH:15][N:16]([CH2:23][C:24]3[CH:29]=[CH:28][C:27]([N:30]4[CH:34]=[CH:33][CH:32]=[N:31]4)=[CH:26][CH:25]=3)[C:17]3[CH:18]=[CH:19][CH:20]=[CH:21][C:22]=3[C:13]2=[N:12]1. The catalyst class is: 7. (5) Reactant: [F:1][C:2]1[CH:7]=[CH:6][C:5]([O:8][CH3:9])=[CH:4][C:3]=1[C:10]1[CH:15]=[CH:14][C:13]([O:16][CH2:17][C:18]2[CH:23]=[CH:22][C:21](OC)=[CH:20][CH:19]=2)=[CH:12][C:11]=1[CH:26](O)[CH2:27][C:28]([CH3:31])([CH3:30])[CH3:29].C(C1C=C(C)C(S(F)(F)[F:45])=C(C)C=1)(C)(C)C.[C:49](=[O:52])([O-])O.[Na+]. Product: [F:1][C:2]1[CH:7]=[CH:6][C:5]([O:8][CH3:9])=[CH:4][C:3]=1[C:10]1[CH:15]=[CH:14][C:13]([O:16][CH2:17][C:18]2[CH:23]=[CH:22][C:21]([O:52][CH3:49])=[CH:20][CH:19]=2)=[CH:12][C:11]=1[CH:26]([F:45])[CH2:27][C:28]([CH3:30])([CH3:31])[CH3:29]. The catalyst class is: 11.